Dataset: Full USPTO retrosynthesis dataset with 1.9M reactions from patents (1976-2016). Task: Predict the reactants needed to synthesize the given product. (1) Given the product [CH3:14][NH:15][C:11]([C:4]1[C:5]2[C:10](=[CH:9][CH:8]=[CH:7][CH:6]=2)[N:2]([CH3:1])[N:3]=1)=[O:13], predict the reactants needed to synthesize it. The reactants are: [CH3:1][N:2]1[C:10]2[C:5](=[CH:6][CH:7]=[CH:8][CH:9]=2)[C:4]([C:11]([O-:13])=O)=[N:3]1.[CH3:14][NH2:15]. (2) Given the product [CH2:28]([O:30][C:31]1[CH:36]=[C:35]([CH2:37][N:17]2[CH2:16][C:15]3([CH2:26][C:12]([N:9]4[CH2:8][CH2:7][C:6]([CH3:27])([C:4]([O:3][CH2:1][CH3:2])=[O:5])[CH2:11][CH2:10]4)=[N:13][O:14]3)[CH2:18]2)[CH:34]=[C:33]([O:39][CH2:40][CH2:41][CH3:42])[C:32]=1[C:43]1[CH:44]=[CH:45][C:46]([F:49])=[CH:47][CH:48]=1)[CH3:29], predict the reactants needed to synthesize it. The reactants are: [CH2:1]([O:3][C:4]([C:6]1([CH3:27])[CH2:11][CH2:10][N:9]([C:12]2[CH2:26][C:15]3([CH2:18][N:17](C(OC(C)(C)C)=O)[CH2:16]3)[O:14][N:13]=2)[CH2:8][CH2:7]1)=[O:5])[CH3:2].[CH2:28]([O:30][C:31]1[CH:36]=[C:35]([CH:37]=O)[CH:34]=[C:33]([O:39][CH2:40][CH2:41][CH3:42])[C:32]=1[C:43]1[CH:48]=[CH:47][C:46]([F:49])=[CH:45][CH:44]=1)[CH3:29]. (3) Given the product [F:24][C:23]1[CH:22]=[CH:21][C:4]([O:5][C:6]2[CH:7]=[CH:8][C:9]3[N:10]([CH:12]=[C:13]([NH:15][C:16]([CH:18]4[CH2:20][CH2:19]4)=[O:17])[N:14]=3)[N:11]=2)=[CH:3][C:2]=1[NH:1][C:25]([NH:32][O:39][CH2:40][CH:41]([CH3:43])[CH3:42])=[O:26], predict the reactants needed to synthesize it. The reactants are: [NH2:1][C:2]1[CH:3]=[C:4]([CH:21]=[CH:22][C:23]=1[F:24])[O:5][C:6]1[CH:7]=[CH:8][C:9]2[N:10]([CH:12]=[C:13]([NH:15][C:16]([CH:18]3[CH2:20][CH2:19]3)=[O:17])[N:14]=2)[N:11]=1.[C:25]([N:32]1C=CN=C1)(N1C=CN=C1)=[O:26].Cl.N[O:39][CH2:40][CH:41]([CH3:43])[CH3:42].C(N(CC)CC)C. (4) Given the product [CH3:1][N:2]([CH2:10][CH:11]([OH:13])[CH3:12])[C:3]1[CH:8]=[CH:7][C:6]([CH3:9])=[CH:5][CH:4]=1, predict the reactants needed to synthesize it. The reactants are: [CH3:1][NH:2][C:3]1[CH:8]=[CH:7][C:6]([CH3:9])=[CH:5][CH:4]=1.[CH2:10]1[O:13][CH:11]1[CH3:12]. (5) Given the product [Cl:52][C:53]1[CH:60]=[CH:59][CH:58]=[C:57]([Cl:61])[C:54]=1[CH2:55][O:51][C:48]1[CH:49]=[CH:50][C:45]([C@H:43]2[CH2:42][O:41][C:13]3=[CH:14][C:15]4[CH2:16][C@@H:17]([C:18]([NH:19][C@@H:20]([CH2:21][C:22]5[CH:27]=[CH:26][C:25]([C:28]6[CH:33]=[CH:32][N:31]=[C:30]([CH3:34])[C:29]=6[CH3:35])=[CH:24][CH:23]=5)[C:36]([OH:38])=[O:37])=[O:40])[N:8]([C:6]([C:76]5[N:77]=[C:73]([CH3:72])[O:74][C:75]=5[CH3:81])=[O:7])[CH2:9][C:10]=4[CH:11]=[C:12]3[O:44]2)=[CH:46][CH:47]=1, predict the reactants needed to synthesize it. The reactants are: C(O[C:6]([N:8]1[C@H:17]([C:18](=[O:40])[NH:19][C@H:20]([C:36]([O:38]C)=[O:37])[CH2:21][C:22]2[CH:27]=[CH:26][C:25]([C:28]3[CH:33]=[CH:32][N:31]=[C:30]([CH3:34])[C:29]=3[CH3:35])=[CH:24][CH:23]=2)[CH2:16][C:15]2[CH:14]=[C:13]3[O:41][CH2:42][C@H:43]([C:45]4[CH:50]=[CH:49][C:48]([OH:51])=[CH:47][CH:46]=4)[O:44][C:12]3=[CH:11][C:10]=2[CH2:9]1)=[O:7])(C)(C)C.[Cl:52][C:53]1[CH:60]=[CH:59][CH:58]=[C:57]([Cl:61])[C:54]=1[CH2:55]Br.C(=O)([O-])[O-].[K+].[K+].C(Cl)CCl.[CH3:72][C:73]1[O:74][C:75]([CH3:81])=[C:76](C(O)=O)[N:77]=1. (6) Given the product [CH2:21]([N:4]([CH2:1][CH2:2][CH3:3])[C:5]([CH2:7][O:8][C:9](=[O:20])[CH2:10][CH2:11][NH2:12])=[O:6])[CH2:22][CH3:23], predict the reactants needed to synthesize it. The reactants are: [CH2:1]([N:4]([CH2:21][CH2:22][CH3:23])[C:5]([CH2:7][O:8][C:9](=[O:20])[CH2:10][CH2:11][NH:12]C(OC(C)(C)C)=O)=[O:6])[CH2:2][CH3:3].Cl. (7) Given the product [CH2:16]1[C:17]2[C:12](=[CH:11][C:10]([C:6]3[CH:5]=[C:4]([CH:9]=[CH:8][CH:7]=3)[C:2]([NH2:1])=[O:3])=[CH:19][CH:18]=2)[CH2:13][CH2:14][NH:15]1, predict the reactants needed to synthesize it. The reactants are: [NH2:1][C:2]([C:4]1[CH:5]=[C:6]([C:10]2[CH:11]=[C:12]3[C:17](=[CH:18][CH:19]=2)[CH2:16][N:15](C(OC(C)(C)C)=O)[CH2:14][CH2:13]3)[CH:7]=[CH:8][CH:9]=1)=[O:3].[SiH](CC)(CC)CC.C(O)(C(F)(F)F)=O. (8) Given the product [CH2:1]([C@@H:8]([C:9]([NH:33][C:29]1[N:28]=[C:27]([C:22]2[CH:23]=[CH:24][CH:25]=[CH:26][C:21]=2[Cl:20])[CH:32]=[CH:31][N:30]=1)=[O:11])[CH2:12][C:13]([OH:15])=[O:14])[C:2]1[CH:3]=[CH:4][CH:5]=[CH:6][CH:7]=1.[Cl:20][C:21]1[CH:26]=[CH:25][CH:24]=[CH:23][C:22]=1[C:27]1[CH:32]=[CH:31][N:30]=[C:29]([NH2:33])[N:28]=1, predict the reactants needed to synthesize it. The reactants are: [CH2:1]([C@H:8]([CH2:12][C:13]([O:15]C(C)(C)C)=[O:14])[C:9]([OH:11])=O)[C:2]1[CH:7]=[CH:6][CH:5]=[CH:4][CH:3]=1.[Cl:20][C:21]1[CH:26]=[CH:25][CH:24]=[CH:23][C:22]=1[C:27]1[CH:32]=[CH:31][N:30]=[C:29]([NH2:33])[N:28]=1. (9) Given the product [Cl:28][C:10]1[C:11]2[C:6](=[CH:5][CH:4]=[C:3]([O:2][CH3:1])[CH:12]=2)[C:7]([C:14]2[CH:19]=[CH:18][C:17]([C:20]3[N:21]=[N:22][N:23]([CH3:25])[N:24]=3)=[CH:16][CH:15]=2)=[N:8][N:9]=1, predict the reactants needed to synthesize it. The reactants are: [CH3:1][O:2][C:3]1[CH:12]=[C:11]2[C:6]([C:7]([C:14]3[CH:19]=[CH:18][C:17]([C:20]4[N:21]=[N:22][N:23]([CH3:25])[N:24]=4)=[CH:16][CH:15]=3)=[N:8][NH:9][C:10]2=O)=[CH:5][CH:4]=1.P(Cl)(Cl)([Cl:28])=O. (10) Given the product [F:26][C:24]([F:25])([F:27])[C:20]1[CH:19]=[C:18]([CH:23]=[CH:22][CH:21]=1)[CH2:17][C@H:9]1[CH2:8][C@H:7]([C:5]2[O:4][NH:3][C:2](=[O:1])[CH:6]=2)[CH2:12][CH2:11][NH:10]1, predict the reactants needed to synthesize it. The reactants are: [O:1]=[C:2]1[CH:6]=[C:5]([C@@H:7]2[CH2:12][CH2:11][N:10](C(OC)=O)[C@@H:9]([CH2:17][C:18]3[CH:23]=[CH:22][CH:21]=[C:20]([C:24]([F:27])([F:26])[F:25])[CH:19]=3)[CH2:8]2)[O:4][NH:3]1.